From a dataset of Full USPTO retrosynthesis dataset with 1.9M reactions from patents (1976-2016). Predict the reactants needed to synthesize the given product. (1) Given the product [ClH:24].[N:1]1([C:11](=[O:23])[CH2:12][S:13][C:14]2[S:15][C:16]3[CH:21]=[CH:20][N:19]=[CH:18][C:17]=3[N:22]=2)[C:10]2[C:5](=[CH:6][CH:7]=[CH:8][CH:9]=2)[CH2:4][CH2:3][CH2:2]1, predict the reactants needed to synthesize it. The reactants are: [N:1]1([C:11](=[O:23])[CH2:12][S:13][C:14]2[S:15][C:16]3[CH:21]=[CH:20][N:19]=[CH:18][C:17]=3[N:22]=2)[C:10]2[C:5](=[CH:6][CH:7]=[CH:8][CH:9]=2)[CH2:4][CH2:3][CH2:2]1.[ClH:24]. (2) Given the product [OH:1][C@@H:2]1[C:7]([C:8]([O:10][CH2:11][CH3:12])=[O:9])=[CH:6][CH2:5][O:4][CH2:3]1, predict the reactants needed to synthesize it. The reactants are: [OH:1][CH:2]1[C:7]([C:8]([O:10][CH2:11][CH3:12])=[O:9])=[CH:6][CH2:5][O:4][CH2:3]1.C(OC=C)(=O)CCCCC.C1C(CCCCC(N)=O)SSC1. (3) Given the product [F:1][C:2]1([F:14])[CH2:3][CH2:4][CH:5]([CH2:8][C:9]([OH:11])=[O:10])[CH2:6][CH2:7]1, predict the reactants needed to synthesize it. The reactants are: [F:1][C:2]1([F:14])[CH2:7][CH2:6][CH:5]([CH2:8][C:9]([O:11]CC)=[O:10])[CH2:4][CH2:3]1.[OH-].[Na+]. (4) Given the product [Cl:20][C:21]1[C:22]([C:2]2[CH:3]=[CH:4][C:5]([C:16]([F:19])([F:18])[F:17])=[C:6]([NH:8][CH2:9][CH:10]3[CH2:15][CH2:14][O:13][CH2:12][CH2:11]3)[N:7]=2)=[CH:23][C:24]([F:27])=[N:25][CH:26]=1, predict the reactants needed to synthesize it. The reactants are: Cl[C:2]1[N:7]=[C:6]([NH:8][CH2:9][CH:10]2[CH2:15][CH2:14][O:13][CH2:12][CH2:11]2)[C:5]([C:16]([F:19])([F:18])[F:17])=[CH:4][CH:3]=1.[Cl:20][C:21]1[C:22](B(O)O)=[CH:23][C:24]([F:27])=[N:25][CH:26]=1.C(=O)([O-])[O-].[Na+].[Na+]. (5) The reactants are: [C:1]([C:3]1[CH:4]=[C:5]([C:14]2[S:15][C:16]([C:20]([O:22]CC)=[O:21])=[C:17]([CH3:19])[N:18]=2)[CH:6]=[CH:7][C:8]=1[O:9][CH2:10][CH:11]([CH3:13])[CH3:12])#[N:2].[OH-].[Na+].Cl. Given the product [CH3:19][C:17]1[N:18]=[C:14]([C:5]2[CH:6]=[CH:7][C:8]([O:9][CH2:10][CH:11]([CH3:13])[CH3:12])=[C:3]([C:1]#[N:2])[CH:4]=2)[S:15][C:16]=1[C:20]([OH:22])=[O:21], predict the reactants needed to synthesize it. (6) Given the product [F:1][C:2]1[C:7]2[CH2:8][CH2:9][S:10][C:6]=2[C:5]([O:11][CH3:12])=[CH:4][CH:3]=1, predict the reactants needed to synthesize it. The reactants are: [F:1][C:2]1[C:7]2[CH:8]=[CH:9][S:10][C:6]=2[C:5]([O:11][CH3:12])=[CH:4][CH:3]=1.C([SiH](CC)CC)C.